Dataset: Forward reaction prediction with 1.9M reactions from USPTO patents (1976-2016). Task: Predict the product of the given reaction. Given the reactants [F:1][C:2]1[CH:10]=[C:9]2[C:5]([CH:6]=[CH:7][N:8]2[S:11]([C:14]2[CH:19]=[CH:18][CH:17]=[CH:16][CH:15]=2)(=[O:13])=[O:12])=[C:4]2[C:20]([CH3:25])=[N:21][CH2:22][CH2:23][O:24][C:3]=12.[BH3-]C#N.[Na+], predict the reaction product. The product is: [F:1][C:2]1[CH:10]=[C:9]2[C:5]([CH:6]=[CH:7][N:8]2[S:11]([C:14]2[CH:15]=[CH:16][CH:17]=[CH:18][CH:19]=2)(=[O:12])=[O:13])=[C:4]2[CH:20]([CH3:25])[NH:21][CH2:22][CH2:23][O:24][C:3]=12.